This data is from B-cell epitopes from IEDB database with 3,159 antigens for binding position prediction. The task is: Token-level Classification. Given an antigen amino acid sequence, predict which amino acid positions are active epitope sites capable of antibody binding. Output is a list of indices for active positions. (1) Given the antigen sequence: MMMASKDATSSVDGASGAGQLVPEVNASDPLAMDPVAGSSTAVATAGQVNPIDPWIINNFVQAPQGEFTISPNNTPGDVLFDLSLGPHLNPFLLHLSQMYNGWVGNMRVRIMLAGNAFTAGKIIVSCIPPGFGSHNLTIAQATLFPHVIADVRTLDPIEVPLEDVRNVLFHNNDRNQQTMRLVCMLYTPLRTGGGTGDSFVVAGRVMTCPSPDFNFLFLVPPTVEQKTRPFTLPNLPLSSLSNSRAPLPISSMGISPDNVQSVQFQNGRCTLDGRLVGTTPVSLSHVAKIRGTSNGTVINLTELDGTPFHPFEGPAPIGFPDLGGCDWHINMTQFGHSSQTQYDVDTTPDTFVPHLGSIQANGIGSGNYVGVLSWISPPSHPSGSQVDLWKIPNYGSSITEATHLAPSVYPPGFGEVLVFFMSKMPGPGAYNLPCLLPQEYISHLASEQAPTVGEAALLHYVDPDTGRNLGEFKAYPDGFLTCVPNGASSGPQQLPINGV..., which amino acid positions are active epitope sites? The epitope positions are: [20, 21, 22, 23, 24, 25, 26, 27, 28, 29, 30, 31]. The amino acids at these positions are: LVPEVNASDPLA. (2) Given the antigen sequence: MMSKKLRLAFAMLMIGALAACKSGVKLDEHANQGDAVSTQPNPENVAQVTVDPLNDPNSPLAKRSVYFDFDSYSVQDQYQALLQQHAQYLKSHPQRHILIQGNTDERGTSEYNLALGQKRAEAVRRALSLLGVGDAQMEAVSLGKEKPVALGHDEASWAQNRRADLVYQQ, which amino acid positions are active epitope sites? The epitope positions are: [143, 144, 145, 146, 147, 148, 149, 150, 151, 152, 153, 154, 155, 156, 157, 158, 159, 160, 161, 162... (26 total positions)]. The amino acids at these positions are: GKEKPVALGHDEASWAQNRRADLVYQ. (3) Given the antigen sequence: MERKISRIHLVSEPSITHFLQVSWEKTLESGFVITLTDGHSAWTGTVSESEISQEADDMAMEKGKYVGELRKALLSGAGPADVYTFNFSKESCYFFFEKNLKDVSFRLGSFNLEKVENPAEVIRELICYCLDTIAENQAKNEHLQKENERLLRDWNDVQGRFEKCVSAKEALETDLYKRFILVLNEKKTKIRSLHNKLLNAAQEREKDIKQEGETAICSEMTADRDPVYDESTDEESENQTDLSGLASAAVSKDDSIISSLDVTDIAPSRKRRQRMQRNLGTEPKMAPQENQLQEKEKGRKKETSEKEAV, which amino acid positions are active epitope sites? The epitope positions are: [220, 221, 222, 223, 224, 225, 226, 227, 228, 229, 230, 231, 232, 233, 234, 235, 236, 237, 238, 239... (25 total positions)]. The amino acids at these positions are: MTADRDPVYDESTDEESENQTDLSG. (4) The epitope positions are: [28, 29, 30, 31, 32, 33, 34, 35, 36, 37, 38, 39, 40, 41, 42, 43, 44, 45, 46, 47... (21 total positions)]. The amino acids at these positions are: NFQLQLTEPPSKSQPQVKVTK. Given the antigen sequence: ALVLSALPLAAVADVSLYGEIKAGVEGRNFQLQLTEPPSKSQPQVKVTKAKSRIRTKISDFGSFIGFKGSEDLGEGLKAVWQLEQDVSVAGGGATQWGNRESFIGLAGEFGTLRAGRVANQFDDASQAIDPWDSNNDVASQLGIFKRHDDMPVSVRYDSPDFSGFSGSVQFVPIQNSKSAYTPAYWTTVNNGNATTTTTTTFVPAVVGKPGSDVYYAGLNYKNGGFAGNYAFKYARHANVGRDAFELFLLGSGSDQAKGTDPLKNHQVHRLTGGYEEGGLNLALAAQLDLSENADKTKNSTTEIAATASYRFGNAVPRISYAHGFDFIERGKKGEHTSYDQIIAGVDYDFSKRTSAIVSGAWLKRNTGIGNYTQINAASVGLRHKF, which amino acid positions are active epitope sites? (5) Given the antigen sequence: MSVGAMKKGVGRAVGLGGGSGCQATEEDPLPDCGACAPGQGGRRWRLPQPAWVEGSSARLWEQATGTGWMDLEASLLPTGPNASNTSDGPDNLTSAGSPPRTGSISYINIIMPSVFGTICLLGIIGNSTVIFAVVKKSKLHWCNNVPDIFIINLSVVDLLFLLGMPFMIHQLMGNGVWHFGETMCTLITAMDANSQFTSTYILTAMAIDRYLATVHPISSTKFRKPSVATLVICLLWALSFISITPVWLYARLIPFPGGAVGCGIRLPNPDTDLYWFTLYQFFLAFALPFVVITAAYVRILQRMTSSVAPASQRSIRLRTKRVTRTAIAICLVFFVCWAPYYVLQLTQLSISRPTLTFVYLYNAAISLGYANSCLNPFVYIVLCETFRKRLVLSVKPAAQGQLRAVSNAQTADEERTESKGT, which amino acid positions are active epitope sites? The epitope positions are: [273, 274, 275, 276, 277, 278, 279]. The amino acids at these positions are: LYWFTLY.